Dataset: Forward reaction prediction with 1.9M reactions from USPTO patents (1976-2016). Task: Predict the product of the given reaction. (1) Given the reactants C1COC23OCCOC2([C@]2(CC[C@H]4[C@@H](C[C@@H](O)C5[C@]4(C)CCCC5)[C@@H]2C3)C)O1.[N+:29]([O-:59])([O:31][C@@H:32]1[CH:49]2[C@:44]([CH3:50])([CH2:45][CH2:46][CH2:47][CH2:48]2)[C@@H:43]2[C@H:34]([C@H:35]3[C@@:39]([CH2:41][CH2:42]2)([CH3:40])[C:38]24[O:55][CH2:56][CH2:57][O:58][C:37]2([O:54][CH2:53][CH2:52][O:51]4)[CH2:36]3)[CH2:33]1)=[O:30], predict the reaction product. The product is: [N+:29]([O-:59])([O:31][C@H:32]1[CH:49]2[C@:44]([CH3:50])([CH2:45][CH2:46][CH2:47][CH2:48]2)[C@@H:43]2[C@H:34]([C@H:35]3[C@@:39]([CH2:41][CH2:42]2)([CH3:40])[C:38]24[O:51][CH2:52][CH2:53][O:54][C:37]2([O:58][CH2:57][CH2:56][O:55]4)[CH2:36]3)[CH2:33]1)=[O:30]. (2) The product is: [F:19][C:20]1[CH:25]=[CH:24][C:23]([CH:26]2[CH2:27][CH2:28][N:29]([C:2]3[C:7]([C:8]#[N:9])=[C:6]([NH:10][CH2:11][CH2:12][OH:13])[N:5]=[C:4]([NH:14][CH2:15][CH2:16][OH:17])[N:3]=3)[CH2:30][CH2:31]2)=[CH:22][CH:21]=1. Given the reactants Cl[C:2]1[C:7]([C:8]#[N:9])=[C:6]([NH:10][CH2:11][CH2:12][OH:13])[N:5]=[C:4]([NH:14][CH2:15][CH2:16][OH:17])[N:3]=1.Cl.[F:19][C:20]1[CH:25]=[CH:24][C:23]([CH:26]2[CH2:31][CH2:30][NH:29][CH2:28][CH2:27]2)=[CH:22][CH:21]=1.C(N(C(C)C)C(C)C)C, predict the reaction product.